The task is: Predict the reactants needed to synthesize the given product.. This data is from Full USPTO retrosynthesis dataset with 1.9M reactions from patents (1976-2016). Given the product [CH3:22][N:23]1[CH:27]([C:28]([OH:30])=[O:29])[CH2:26][N:25]([C:35]2[N:40]=[C:39]([O:41][CH3:42])[CH:38]=[CH:37][N:36]=2)[C:24]1=[O:43], predict the reactants needed to synthesize it. The reactants are: FC1C=NC(N2CC(C(OC(C)(C)C)=O)N(C)C2=O)=NC=1.[CH3:22][N:23]1[CH:27]([C:28]([O:30]C(C)(C)C)=[O:29])[CH2:26][N:25]([C:35]2[N:40]=[C:39]([O:41][CH3:42])[CH:38]=[CH:37][N:36]=2)[C:24]1=[O:43].FC(F)(F)C(O)=O.